Dataset: Peptide-MHC class II binding affinity with 134,281 pairs from IEDB. Task: Regression. Given a peptide amino acid sequence and an MHC pseudo amino acid sequence, predict their binding affinity value. This is MHC class II binding data. (1) The peptide sequence is MKNHLRDIMGIPYCN. The MHC is DRB1_0101 with pseudo-sequence DRB1_0101. The binding affinity (normalized) is 0.438. (2) The peptide sequence is YWTIVKPGDILLINS. The MHC is DRB1_0901 with pseudo-sequence DRB1_0901. The binding affinity (normalized) is 0.387. (3) The peptide sequence is NSYSGVEGEGLHKLGYI. The MHC is DRB1_1302 with pseudo-sequence DRB1_1302. The binding affinity (normalized) is 0.213.